From a dataset of Full USPTO retrosynthesis dataset with 1.9M reactions from patents (1976-2016). Predict the reactants needed to synthesize the given product. (1) Given the product [OH:38][CH:37]([C:36]([CH3:41])([CH3:35])[CH2:39][CH3:40])[CH2:17][C:8]1[C:7]2[CH:18]=[C:3]([O:2][CH3:1])[CH:4]=[CH:5][C:6]=2[O:10][C:9]=1[C:11](=[O:16])[C:12]([CH3:13])([CH3:14])[CH3:15], predict the reactants needed to synthesize it. The reactants are: [CH3:1][O:2][C:3]1[CH:4]=[CH:5][C:6]2[O:10][C:9]([C:11](=[O:16])[C:12]([CH3:15])([CH3:14])[CH3:13])=[C:8]([CH3:17])[C:7]=2[CH:18]=1.[Li+].CC([N-]C(C)C)C.C(C1C=CC=CC=1)C.[CH3:35][C:36]([CH3:41])([CH2:39][CH3:40])[CH:37]=[O:38]. (2) Given the product [CH:1]([O:3][C@H:4]([C@@H:6]1[C@:14]2([CH3:15])[C@H:9]([C:10](=[O:16])[CH2:11][CH2:12][CH2:13]2)[CH2:8][CH2:7]1)[CH3:5])=[O:2], predict the reactants needed to synthesize it. The reactants are: [CH:1]([O:3][C@H:4]([C@@H:6]1[C@:14]2([CH3:15])[C@H:9]([C@@H:10]([OH:16])[CH2:11][CH2:12][CH2:13]2)[CH2:8][CH2:7]1)[CH3:5])=[O:2]. (3) Given the product [CH3:31][NH:32][C:33]1[N:38]=[C:37]([CH2:39][CH2:40][O:15][C:16]2[CH:17]=[CH:18][C:19]([CH2:22][CH:23]([CH:29]=[CH2:30])[CH2:24][C:25]([O:27][CH3:28])=[O:26])=[CH:20][CH:21]=2)[CH:36]=[CH:35][CH:34]=1, predict the reactants needed to synthesize it. The reactants are: N(C(OC(C)C)=O)=NC(OC(C)C)=O.[OH:15][C:16]1[CH:21]=[CH:20][C:19]([CH2:22][CH:23]([CH:29]=[CH2:30])[CH2:24][C:25]([O:27][CH3:28])=[O:26])=[CH:18][CH:17]=1.[CH3:31][NH:32][C:33]1[N:38]=[C:37]([CH:39](O)[CH3:40])[CH:36]=[CH:35][CH:34]=1.C1(P(C2C=CC=CC=2)C2C=CC=CC=2)C=CC=CC=1. (4) Given the product [OH:27][CH:26]([C:16]1[C:17]2[N:18]([N:19]=[C:20]([C:22]([F:25])([F:24])[F:23])[CH:21]=2)[C:13]([CH2:12][O:11][CH3:10])=[CH:14][CH:15]=1)[CH2:1][CH3:2], predict the reactants needed to synthesize it. The reactants are: [CH2:1]([Mg]Br)[CH3:2].O1CCCC1.[CH3:10][O:11][CH2:12][C:13]1[N:18]2[N:19]=[C:20]([C:22]([F:25])([F:24])[F:23])[CH:21]=[C:17]2[C:16]([CH:26]=[O:27])=[CH:15][CH:14]=1.[Cl-].[NH4+]. (5) Given the product [CH3:2][O:3][C:4](=[O:29])[C@H:5]([CH2:7][C:8]1[CH:9]=[CH:10][C:11]([C:14]2[C:15](=[O:28])[N:16]([CH2:21][C:22]3[CH:27]=[CH:26][CH:25]=[CH:24][CH:23]=3)[CH:17]=[C:18]([Cl:20])[CH:19]=2)=[CH:12][CH:13]=1)[NH:6][C:33]([C:32]1[C:36]([CH3:40])=[CH:37][CH:38]=[CH:39][C:31]=1[Cl:30])=[O:34], predict the reactants needed to synthesize it. The reactants are: Cl.[CH3:2][O:3][C:4](=[O:29])[C@H:5]([CH2:7][C:8]1[CH:13]=[CH:12][C:11]([C:14]2[C:15](=[O:28])[N:16]([CH2:21][C:22]3[CH:27]=[CH:26][CH:25]=[CH:24][CH:23]=3)[CH:17]=[C:18]([Cl:20])[CH:19]=2)=[CH:10][CH:9]=1)[NH2:6].[Cl:30][C:31]1[CH:39]=[CH:38][CH:37]=[C:36]([CH3:40])[C:32]=1[C:33](O)=[O:34].CCCCCCCCCCCC(OC[C@@H](OC(CCCCCCCCCCC)=O)COP(OCCN)(O)=O)=O.CN(C(ON1N=NC2C=CC=CC1=2)=[N+](C)C)C.F[P-](F)(F)(F)(F)F. (6) Given the product [F:1][C:2]1[CH:7]=[CH:6][C:5]([C:8]2[CH:13]=[CH:12][N:11]=[CH:10][C:9]=2[N:14]([CH3:31])[C:15](=[O:30])[C:16]2[CH:21]=[C:20]([C:22]([F:23])([F:25])[F:24])[CH:19]=[C:18]([S:36]([CH2:42][CH2:43][OH:44])(=[O:38])=[O:35])[CH:17]=2)=[C:4]([O:32][CH3:33])[CH:3]=1, predict the reactants needed to synthesize it. The reactants are: [F:1][C:2]1[CH:7]=[CH:6][C:5]([C:8]2[CH:13]=[CH:12][N:11]=[CH:10][C:9]=2[N:14]([CH3:31])[C:15](=[O:30])[C:16]2[CH:21]=[C:20]([C:22]([F:25])([F:24])[F:23])[CH:19]=[C:18](SCCO)[CH:17]=2)=[C:4]([O:32][CH3:33])[CH:3]=1.O[O:35][S:36]([O-:38])=O.[K+].[NH4+].[Cl-].[CH3:42][CH2:43][O:44]C(C)=O. (7) Given the product [NH2:53][C:3]1[C:2]([Cl:1])=[C:7]([O:8][C:9]2[CH:14]=[CH:13][C:12]([NH:15][C:16]([C:18]3[C:19](=[O:31])[N:20]([C:25]4[CH:30]=[CH:29][CH:28]=[CH:27][CH:26]=4)[N:21]([CH3:24])[C:22]=3[CH3:23])=[O:17])=[CH:11][C:10]=2[F:32])[CH:6]=[CH:5][N:4]=1, predict the reactants needed to synthesize it. The reactants are: [Cl:1][C:2]1[C:3](C(N)=O)=[N:4][CH:5]=[CH:6][C:7]=1[O:8][C:9]1[CH:14]=[CH:13][C:12]([NH:15][C:16]([C:18]2[C:19](=[O:31])[N:20]([C:25]3[CH:30]=[CH:29][CH:28]=[CH:27][CH:26]=3)[N:21]([CH3:24])[C:22]=2[CH3:23])=[O:17])=[CH:11][C:10]=1[F:32].C(O)(=O)C.C(O)(=O)C.IC1C=CC=CC=1.CC#[N:53].